Predict the reaction yield, written as a fraction of the theoretical maximum amount of product (1.0 means a 100% yield; for example, 0.34 means a 34% yield). From a dataset of Reaction yield outcomes from USPTO patents with 853,638 reactions. (1) The reactants are Cl[C:2]1[CH:8]=[CH:7][C:5]([NH2:6])=[CH:4][C:3]=1[N+:9]([O-:11])=[O:10].[OH:12][C:13]1[CH:18]=[CH:17][C:16]([SH:19])=[CH:15][CH:14]=1.C(=O)([O-])[O-].[Cs+].[Cs+].C(OCC)(=O)C. The catalyst is CS(C)=O. The product is [NH2:6][C:5]1[CH:7]=[CH:8][C:2]([S:19][C:16]2[CH:17]=[CH:18][C:13]([OH:12])=[CH:14][CH:15]=2)=[C:3]([N+:9]([O-:11])=[O:10])[CH:4]=1. The yield is 0.920. (2) The reactants are C([Li])CCC.[CH2:6]([C:8]([C:20]1[CH:25]=[CH:24][C:23]([OH:26])=[C:22]([CH3:27])[CH:21]=1)([C:11]1[CH:16]=[CH:15][C:14]([C:17]#[CH:18])=[C:13]([CH3:19])[CH:12]=1)[CH2:9][CH3:10])[CH3:7].[O:28]1[CH2:33][CH2:32][C:31](=[O:34])[CH2:30][CH2:29]1.[Cl-].[NH4+]. The catalyst is O1CCCC1. The product is [CH2:6]([C:8]([C:11]1[CH:16]=[CH:15][C:14]([C:17]#[C:18][C:31]2([OH:34])[CH2:32][CH2:33][O:28][CH2:29][CH2:30]2)=[C:13]([CH3:19])[CH:12]=1)([C:20]1[CH:25]=[CH:24][C:23]([OH:26])=[C:22]([CH3:27])[CH:21]=1)[CH2:9][CH3:10])[CH3:7]. The yield is 0.720. (3) The reactants are [Br:1][C:2]1[CH:3]=[CH:4][C:5](F)=[C:6]([CH:9]=1)[CH:7]=[O:8].[CH3:11][O:12][C:13]1[CH:18]=[CH:17][C:16]([OH:19])=[CH:15][CH:14]=1.C([O-])([O-])=O.[K+].[K+]. The catalyst is CN(C)C(=O)C. The product is [Br:1][C:2]1[CH:3]=[CH:4][C:5]([O:19][C:16]2[CH:17]=[CH:18][C:13]([O:12][CH3:11])=[CH:14][CH:15]=2)=[C:6]([CH:9]=1)[CH:7]=[O:8]. The yield is 0.920. (4) The reactants are [CH:1]1([C:4]2[N:31]=[C:7]3[NH:8][C:9](=[O:30])[C:10]([CH2:15][C:16]4[CH:21]=[CH:20][C:19]([C:22]5[C:23]([C:28]#[N:29])=[CH:24][CH:25]=[CH:26][CH:27]=5)=[CH:18][CH:17]=4)=[C:11]([CH2:12][CH2:13][CH3:14])[N:6]3[N:5]=2)[CH2:3][CH2:2]1.CI.[C:34](=O)([O-])[O-].[K+].[K+].CN(C)C=O. The catalyst is C(OCC)(=O)C. The product is [CH:1]1([C:4]2[N:31]=[C:7]3[N:8]([CH3:34])[C:9](=[O:30])[C:10]([CH2:15][C:16]4[CH:21]=[CH:20][C:19]([C:22]5[C:23]([C:28]#[N:29])=[CH:24][CH:25]=[CH:26][CH:27]=5)=[CH:18][CH:17]=4)=[C:11]([CH2:12][CH2:13][CH3:14])[N:6]3[N:5]=2)[CH2:2][CH2:3]1. The yield is 1.00. (5) The reactants are [Cl:1][C:2]1[C:3]([O:12][C:13]2[CH:18]=[C:17]([O:19][CH2:20][CH2:21][O:22][CH:23]3[CH2:25][CH2:24]3)[CH:16]=[CH:15][C:14]=2/[CH:26]=[CH:27]/[C:28]([O:30]CC)=[O:29])=[N:4][CH:5]=[C:6]([C:8]([F:11])([F:10])[F:9])[CH:7]=1.[OH-].[Na+].Cl. The catalyst is O1CCCC1.C(O)C.C(OCC)(=O)C. The product is [Cl:1][C:2]1[C:3]([O:12][C:13]2[CH:18]=[C:17]([O:19][CH2:20][CH2:21][O:22][CH:23]3[CH2:24][CH2:25]3)[CH:16]=[CH:15][C:14]=2/[CH:26]=[CH:27]/[C:28]([OH:30])=[O:29])=[N:4][CH:5]=[C:6]([C:8]([F:9])([F:11])[F:10])[CH:7]=1. The yield is 0.970. (6) The reactants are [CH3:1][CH2:2][CH:3]([OH:6])[CH2:4][CH3:5].F[C:8]1[CH:13]=[CH:12][CH:11]=[CH:10][C:9]=1[N+:14]([O-:16])=[O:15].[CH3:17][CH2:18][CH:19]([O:22][C:23]1[CH:29]=[CH:28][CH:27]=[CH:26][C:24]=1[NH2:25])[CH2:20][CH3:21].[NH2:30][C:31]1[S:32][CH:33]=[CH:34][N:35]=1. No catalyst specified. The product is [CH3:1][CH2:2][CH:3]([O:6][C:8]1[CH:13]=[CH:12][CH:11]=[CH:10][C:9]=1[N+:14]([O-:16])=[O:15])[CH2:4][CH3:5].[CH3:17][CH2:18][CH:19]([O:22][C:23]1[CH:29]=[CH:28][CH:27]=[CH:26][C:24]=1[NH:25][C:3]([NH:30][C:31]1[S:32][CH:33]=[CH:34][N:35]=1)=[O:6])[CH2:20][CH3:21]. The yield is 0.700. (7) The reactants are [CH2:1]([N:3]1[C:11]2[C:6](=[CH:7][CH:8]=[C:9]([O:12][CH3:13])[CH:10]=2)[CH:5]=[CH:4]1)[CH3:2].O=P(Cl)(Cl)Cl.CN([CH:22]=[O:23])C. No catalyst specified. The product is [CH2:1]([N:3]1[C:11]2[C:6](=[CH:7][CH:8]=[C:9]([O:12][CH3:13])[CH:10]=2)[C:5]([CH:22]=[O:23])=[CH:4]1)[CH3:2]. The yield is 0.810. (8) The reactants are N(CCN)=[N+]=[N-].C(N(CC)CC)C.[CH:14]1[C:19](N=C=S)=[CH:18][C:17]2[C:23]([O:25][C:26]3([C:36]4[CH:37]=[CH:38][C:39]([OH:41])=[CH:40][C:35]=4[O:34][C:28]4[CH:29]=[C:30]([OH:33])[CH:31]=[CH:32][C:27]3=4)[C:16]=2[CH:15]=1)=[O:24]. The catalyst is ClCCl. The product is [CH:14]1[CH:19]=[CH:18][C:17]([C:23]([OH:25])=[O:24])=[C:16]([C:26]2[C:27]3[CH:32]=[CH:31][C:30]([OH:33])=[CH:29][C:28]=3[O:34][C:35]3[C:36]=2[CH:37]=[CH:38][C:39]([CH:40]=3)=[O:41])[CH:15]=1. The yield is 0.992. (9) The reactants are [CH3:1][N:2]([C:11]1[CH:12]=[N:13][CH:14]=[N:15][CH:16]=1)[C:3]1[CH:4]=C([CH:8]=[CH:9][CH:10]=1)C#N.[OH-:17].[Na+].Cl.[CH2:20]([OH:22])[CH3:21]. The catalyst is CO.C(Cl)Cl. The product is [CH3:1][N:2]([C:11]1[CH:12]=[N:13][CH:14]=[N:15][CH:16]=1)[C:3]1[CH:4]=[C:21]([CH:8]=[CH:9][CH:10]=1)[C:20]([OH:17])=[O:22]. The yield is 0.890. (10) The reactants are [OH:1][C@H:2]1[CH2:6][N:5]([C:7]([O:9][C:10]([CH3:13])([CH3:12])[CH3:11])=[O:8])[C@H:4]([CH2:14]OS(C2C=CC(C)=CC=2)(=O)=O)[CH2:3]1.[N-:26]=[N+:27]=[N-:28].[Na+]. The catalyst is CN(C)C=O. The product is [N:26]([CH2:14][C@@H:4]1[CH2:3][C@@H:2]([OH:1])[CH2:6][N:5]1[C:7]([O:9][C:10]([CH3:13])([CH3:12])[CH3:11])=[O:8])=[N+:27]=[N-:28]. The yield is 0.546.